From a dataset of Peptide-MHC class I binding affinity with 185,985 pairs from IEDB/IMGT. Regression. Given a peptide amino acid sequence and an MHC pseudo amino acid sequence, predict their binding affinity value. This is MHC class I binding data. (1) The peptide sequence is MKYVWPPIM. The MHC is HLA-A02:01 with pseudo-sequence HLA-A02:01. The binding affinity (normalized) is 0.0847. (2) The peptide sequence is FLLPILSQIYT. The MHC is HLA-C07:01 with pseudo-sequence HLA-C07:01. The binding affinity (normalized) is 0.0847. (3) The peptide sequence is KIMDYGKYK. The MHC is HLA-B15:01 with pseudo-sequence HLA-B15:01. The binding affinity (normalized) is 0.0847. (4) The peptide sequence is EIEIEKNKK. The MHC is HLA-A01:01 with pseudo-sequence HLA-A01:01. The binding affinity (normalized) is 0.0847.